This data is from Forward reaction prediction with 1.9M reactions from USPTO patents (1976-2016). The task is: Predict the product of the given reaction. Given the reactants [NH2:1][C:2]1[S:6][C:5]2[CH:7]3[O:12][CH:10]([CH2:11][C:4]=2[C:3]=1[C:13]([O:15][CH2:16][CH2:17][CH3:18])=[O:14])[CH2:9][CH2:8]3.[F:19][C:20]([F:31])([F:30])[C:21]1[CH:29]=[CH:28][CH:27]=[CH:26][C:22]=1[C:23](Cl)=[O:24], predict the reaction product. The product is: [F:19][C:20]([F:30])([F:31])[C:21]1[CH:29]=[CH:28][CH:27]=[CH:26][C:22]=1[C:23]([NH:1][C:2]1[S:6][C:5]2[CH:7]3[O:12][CH:10]([CH2:11][C:4]=2[C:3]=1[C:13]([O:15][CH2:16][CH2:17][CH3:18])=[O:14])[CH2:9][CH2:8]3)=[O:24].